Dataset: Reaction yield outcomes from USPTO patents with 853,638 reactions. Task: Predict the reaction yield, written as a fraction of the theoretical maximum amount of product (1.0 means a 100% yield; for example, 0.34 means a 34% yield). The reactants are [C:1]([C:4]1[CH:44]=[CH:43][C:7]([O:8][C@H:9]2[CH2:14][CH2:13][C@H:12]([N:15]3[C:20](=[O:21])[C:19]([CH2:22][C:23]4[CH:28]=[CH:27][C:26]([C:29]5[C:30]([C:35]#[N:36])=[CH:31][CH:32]=[CH:33][CH:34]=5)=[CH:25][CH:24]=4)=[C:18]([CH2:37][CH2:38][CH3:39])[N:17]4[N:40]=[CH:41][N:42]=[C:16]34)[CH2:11][CH2:10]2)=[CH:6][CH:5]=1)(=[O:3])[CH3:2].[CH3:45][Mg]Br.Cl. The catalyst is O1CCCC1. The product is [OH:3][C:1]([C:4]1[CH:5]=[CH:6][C:7]([O:8][C@H:9]2[CH2:14][CH2:13][C@H:12]([N:15]3[C:20](=[O:21])[C:19]([CH2:22][C:23]4[CH:28]=[CH:27][C:26]([C:29]5[C:30]([C:35]#[N:36])=[CH:31][CH:32]=[CH:33][CH:34]=5)=[CH:25][CH:24]=4)=[C:18]([CH2:37][CH2:38][CH3:39])[N:17]4[N:40]=[CH:41][N:42]=[C:16]34)[CH2:11][CH2:10]2)=[CH:43][CH:44]=1)([CH3:45])[CH3:2]. The yield is 0.600.